Dataset: Full USPTO retrosynthesis dataset with 1.9M reactions from patents (1976-2016). Task: Predict the reactants needed to synthesize the given product. (1) Given the product [NH2:1][C:2]1[C:7]([CH2:8][NH2:9])=[C:6]([CH:12]2[CH2:17][CH2:16][CH2:15][N:14]([C:18]([O:20][C:21]([CH3:24])([CH3:23])[CH3:22])=[O:19])[CH2:13]2)[CH:5]=[C:4]([C:25]2[CH:30]=[CH:29][CH:28]=[CH:27][C:26]=2[OH:31])[N:3]=1, predict the reactants needed to synthesize it. The reactants are: [NH2:1][C:2]1[C:7]([CH2:8][N:9]=[N+]=[N-])=[C:6]([CH:12]2[CH2:17][CH2:16][CH2:15][N:14]([C:18]([O:20][C:21]([CH3:24])([CH3:23])[CH3:22])=[O:19])[CH2:13]2)[CH:5]=[C:4]([C:25]2[CH:30]=[CH:29][CH:28]=[CH:27][C:26]=2[O:31]CC2C=CC=CC=2)[N:3]=1. (2) Given the product [C:16]1([C:13]2([C:22]3[CH:23]=[CH:24][CH:25]=[CH:26][CH:27]=3)[CH:14]=[CH:15][C:10]3[C:11](=[CH:28][NH:2][C:3]=3[C:4]([O:6][CH2:7][CH3:8])=[O:5])[CH2:12]2)[CH:17]=[CH:18][CH:19]=[CH:20][CH:21]=1, predict the reactants needed to synthesize it. The reactants are: Cl.[NH2:2][CH2:3][C:4]([O:6][CH2:7][CH3:8])=[O:5].Cl[C:10]1[CH:15]=[CH:14][C:13]([C:22]2[CH:27]=[CH:26][CH:25]=[CH:24][CH:23]=2)([C:16]2[CH:21]=[CH:20][CH:19]=[CH:18][CH:17]=2)[CH2:12][C:11]=1[CH:28]=O. (3) Given the product [CH3:10][S:11]([O:15][CH2:16][CH2:17][NH:18][S:19]([C:22]1[CH:27]=[CH:26][C:25]([I:28])=[CH:24][CH:23]=1)(=[O:21])=[O:20])(=[O:13])=[O:12], predict the reactants needed to synthesize it. The reactants are: C(N(C(C)C)CC)(C)C.[CH3:10][S:11](Cl)(=[O:13])=[O:12].[OH:15][CH2:16][CH2:17][NH:18][S:19]([C:22]1[CH:27]=[CH:26][C:25]([I:28])=[CH:24][CH:23]=1)(=[O:21])=[O:20]. (4) Given the product [CH3:5][O:6][C:7]1[CH:8]=[CH:9][C:10]([C:13]2[CH:18]=[CH:17][N:16]=[CH:15][C:14]=2/[CH:19]=[CH:24]/[C:23]([O:22][CH2:26][CH3:25])=[O:21])=[CH:11][CH:12]=1, predict the reactants needed to synthesize it. The reactants are: [H-].[Na+].[H][H].[CH3:5][O:6][C:7]1[CH:12]=[CH:11][C:10]([C:13]2[CH:18]=[CH:17][N:16]=[CH:15][C:14]=2[CH:19]=O)=[CH:9][CH:8]=1.[OH2:21].[O:22]1[CH2:26][CH2:25][CH2:24][CH2:23]1. (5) Given the product [CH2:36]([S:37]([N:25]1[CH2:24][CH2:23][CH:22]([CH2:21][CH2:20][NH:19][C:17](=[O:18])[CH2:16][O:15][CH2:14][C:13]2[CH:28]=[CH:29][C:10]([F:9])=[CH:11][CH:12]=2)[CH2:27][CH2:26]1)(=[O:39])=[O:38])[C:30]1[CH:35]=[CH:34][CH:33]=[CH:32][CH:31]=1, predict the reactants needed to synthesize it. The reactants are: CN1CCOCC1.Cl.[F:9][C:10]1[CH:29]=[CH:28][C:13]([CH2:14][O:15][CH2:16][C:17]([NH:19][CH2:20][CH2:21][CH:22]2[CH2:27][CH2:26][NH:25][CH2:24][CH2:23]2)=[O:18])=[CH:12][CH:11]=1.[C:30]1([CH2:36][S:37](Cl)(=[O:39])=[O:38])[CH:35]=[CH:34][CH:33]=[CH:32][CH:31]=1.